Dataset: Catalyst prediction with 721,799 reactions and 888 catalyst types from USPTO. Task: Predict which catalyst facilitates the given reaction. Reactant: [ClH:1].[C:2]([NH:6][C:7]([C:9]1[CH:13]=[C:12]([C:14]2[CH:19]=[CH:18][C:17]([CH2:20][NH:21]C(OC(C)(C)C)=O)=[CH:16][N:15]=2)[N:11]([C:29]2[CH:30]=[N:31][CH:32]=[CH:33][CH:34]=2)[N:10]=1)=[O:8])([CH3:5])([CH3:4])[CH3:3]. Product: [ClH:1].[C:2]([NH:6][C:7]([C:9]1[CH:13]=[C:12]([C:14]2[CH:19]=[CH:18][C:17]([CH2:20][NH2:21])=[CH:16][N:15]=2)[N:11]([C:29]2[CH:30]=[N:31][CH:32]=[CH:33][CH:34]=2)[N:10]=1)=[O:8])([CH3:5])([CH3:3])[CH3:4]. The catalyst class is: 8.